This data is from Peptide-MHC class II binding affinity with 134,281 pairs from IEDB. The task is: Regression. Given a peptide amino acid sequence and an MHC pseudo amino acid sequence, predict their binding affinity value. This is MHC class II binding data. (1) The peptide sequence is IIAGTPEVHAVKPGA. The MHC is HLA-DPA10201-DPB10501 with pseudo-sequence HLA-DPA10201-DPB10501. The binding affinity (normalized) is 0.0304. (2) The peptide sequence is GELQIVDKIDCAFKI. The MHC is DRB3_0101 with pseudo-sequence DRB3_0101. The binding affinity (normalized) is 0.638. (3) The peptide sequence is TAKLRWFHERGYVKL. The MHC is DRB1_1101 with pseudo-sequence DRB1_1101. The binding affinity (normalized) is 0.613. (4) The peptide sequence is ANGKTLGEVWKRELN. The MHC is DRB1_0901 with pseudo-sequence DRB1_0901. The binding affinity (normalized) is 0.370. (5) The peptide sequence is EDVGYPIIIDQKYCP. The MHC is DRB3_0202 with pseudo-sequence DRB3_0202. The binding affinity (normalized) is 0.0181. (6) The peptide sequence is LHGVRDGLVRDANNY. The MHC is DRB3_0101 with pseudo-sequence DRB3_0101. The binding affinity (normalized) is 0.131. (7) The peptide sequence is IFAIFRQDSSSTGWN. The MHC is DRB1_0405 with pseudo-sequence DRB1_0405. The binding affinity (normalized) is 0.559.